The task is: Predict the product of the given reaction.. This data is from Forward reaction prediction with 1.9M reactions from USPTO patents (1976-2016). (1) Given the reactants Br[C:2]1[C:3]([NH:9][C@@H:10]([CH2:20][CH:21]([CH3:23])[CH3:22])[CH2:11][NH:12]C(=O)OC(C)(C)C)=[N:4][C:5]([Cl:8])=[N:6][CH:7]=1.[CH2:24]([O:26][CH:27]([O:30][CH2:31][CH3:32])[C:28]#[CH:29])[CH3:25].C1([As](C2C=CC=CC=2)C2C=CC=CC=2)C=CC=CC=1, predict the reaction product. The product is: [Cl:8][C:5]1[N:4]=[C:3]([NH:9][C@@H:10]([CH2:20][CH:21]([CH3:22])[CH3:23])[CH2:11][NH2:12])[C:2]([C:29]#[C:28][CH:27]([O:30][CH2:31][CH3:32])[O:26][CH2:24][CH3:25])=[CH:7][N:6]=1. (2) Given the reactants [CH3:1][OH:2].N1C=CC=CC=1.[Cl:9][C:10]1[N:18]=[C:17]([Cl:19])[CH:16]=[C:15]([C:20]([F:23])([F:22])[F:21])[C:11]=1[C:12](Cl)=[O:13], predict the reaction product. The product is: [Cl:9][C:10]1[N:18]=[C:17]([Cl:19])[CH:16]=[C:15]([C:20]([F:23])([F:22])[F:21])[C:11]=1[C:12]([O:2][CH3:1])=[O:13]. (3) Given the reactants [CH3:1][S:2]([C:5]1[N:10]=[CH:9][C:8]([OH:11])=[CH:7][CH:6]=1)(=[O:4])=[O:3].[I:12]I.C([O-])(O)=O.[Na+].O, predict the reaction product. The product is: [I:12][C:7]1[CH:6]=[C:5]([S:2]([CH3:1])(=[O:4])=[O:3])[N:10]=[CH:9][C:8]=1[OH:11].[I:12][C:9]1[C:8]([OH:11])=[CH:7][CH:6]=[C:5]([S:2]([CH3:1])(=[O:4])=[O:3])[N:10]=1.